This data is from B-cell epitopes from IEDB database with 3,159 antigens for binding position prediction. The task is: Token-level Classification. Given an antigen amino acid sequence, predict which amino acid positions are active epitope sites capable of antibody binding. Output is a list of indices for active positions. (1) Given the antigen sequence: MAADGYLPDWLEDTLSEGIRQWWKLKPGPPPPKPAERHKDDSRGLVLPGYKYLGPFNGLDKGEPVNEADAAALEHDKAYDRQLDSGDNPYLKYNHADAEFQERLKEDTSFGGNLGRAVFQAKKRVLEPLGLVEEPVKTAPGKKRPVEHSPVEPDSSSGTGKAGQQPARKRLNFGQTGDADSVPDPQPLGQPPAAPSGLGTNTMATGSGAPMADNNEGADGVGNSSGNWHCDSTWMGDRVITTSTRTWALPTYNNHLYKQISSQSGASNDNHYFGYSTPWGYFDFNRFHCHFSPRDWQRLINNNWGFRPKRLNFKLFNIQVKEVTQNDGTTTIANNLTSTVQVFTDSEYQLPYVLGSAHQGCLPPFPADVFMVPQYGYLTLNNGSQAVGRSSFYCLEYFPSQMLRTGNNFTFSYTFEDVPFHSSYAHSQSLDRLMNPLIDQYLYYLSRTNTPSGTTTQSRLQFSQAGASDIRDQSRNWLPGPCYRQQRVSKTSADNNNSEY..., which amino acid positions are active epitope sites? The epitope positions are: [122, 123, 124, 125, 126, 127, 128, 129, 130]. The amino acids at these positions are: KRVLEPLGL. (2) Given the antigen sequence: MSEKRKSNKIIGIDLGTTNSCVSVMEGGQPKVIASSEGTRTTPSIVAFKGGETLVGIPAKRQAVTNPEKTLASTKRFIGRKFSEVESEIKTVPYKVAPNSKGDAVFDVEQKLYTPEEIGAQILMKMKETAEAYLGETVTEAVITVPAYFNDSQRASTKDAGRIAGLDVKRIIPEPTAAALAYGIDKEGDKKIAVFDLGGGTFDISILEIGDGVFEVLSTNGDTHLGGDDFDGVIINWMLDEFKKQEGIDLSKDNMALQRLKDAAEKAKIELSGVSSTEINQPFITIDANGPKHLALTLTRAQFEHLASSLIERTKQPCAQALKDAKLSASDIDDVLLVGGMSRMPAVQAVVKEIFGKEPNKGVNPDEVVAIGAAIQGGVLGGEVKDVLLLDVIPLSLGIETLGGVMTPLVERNTTIPTQKKQIFSTAADNQPAVTIVVLQGERPMAKDNKEIGRFDLTDIPPAPRGHPQIEVTFDIDANGILHVSAKDAASGREQKIRIE..., which amino acid positions are active epitope sites? The epitope positions are: [359, 360, 361, 362, 363, 364, 365, 366]. The amino acids at these positions are: NKGVNPDE. (3) Given the antigen sequence: FVMKREPLRFRDITVEGNENAYIKNGKLHLSLMDPSTLSLVTKADGKIDMTVDLISPVTKRASLKIDSKKYNLFHEGELSASIVNPRLSWHQYTKRDSREYKSDVELSLRSSDIALKITMPDYNSKIHYSRQGDQINMDIDGTLIEGHAQGTIREGKIHIKGRQTDFEIESNYRYEDGKLIIEPVKSENGKLEGVLSRKVPSHLTLETPRVKMNMKYDRYAPVKVFKLDYDGIHFEKHTDIEYEPGVRYKIIGNGKLKDDGRHYSIDVQGIPRKAFNLDADLMDFKLKVSKPEDSNKAQFSYTFNEYTETEEYEFDPHRAYYVNWLSSIRKYIQNFIVEDN, which amino acid positions are active epitope sites? The epitope positions are: [0, 1, 2, 3, 4, 5, 6, 7, 8, 9, 10, 11, 12, 13, 14, 15, 16, 17, 18, 19... (49 total positions)]. The amino acids at these positions are: FVMKREPLRFRDITVEGNENAYIKNGKLHL.... (4) Given the antigen sequence: MSTNPKPQRKTKRNTNRRPQDVKFPGGGQIVGGVYLLPRRGPRLGVRATRKTSERSQPRGRRQPIPKDRRSAGKSWGRPGYPWPLYGNEGLGWAGWLLSPRGSRPSWGPTDPRHRSRNLGKVIDTLTCGFADLMGYIPVVGAPVGGVARALAHGVRVLEDGINYATGNLPGCSFSIFLLALLSCMSVPVSAVEVKNTSQIYMATNDCSNNSITWQLEGAVLHVPGCVPCESTGNISRCWIPVTPNVAVRERGALTKGLRTHIDLIVVSATFCSALYIGDVCGAIMIAAQATIISPQHHTFVQDCNCSIYPGHVTGHRMAWDMMMNWSPATTMIMAYFMRVPEVVLDIITGAHWGVMFGLAYFSMQGAWAKVVVILLLTAGVDAQTHTISGHAARTTHGLVSLFTPGSQQNIQLVNTNGSWHINRTALNCNDSLKTGFIAALFYSHKFNSSGCPQRMSSCRSIEEFRIGWGNLEYEENVTNDDNMRPYCWHYPPRPCGIVP..., which amino acid positions are active epitope sites? The epitope positions are: [2741, 2742, 2743, 2744, 2745, 2746, 2747, 2748, 2749, 2750, 2751, 2752, 2753, 2754]. The amino acids at these positions are: LAACKAAGIVAPTM. (5) Given the antigen sequence: MASQGTKRSYEQMETGGERQDATEIRASVGRMIGGIGRFYIQMCTELKLSDYDGRLIQNSITIERMVLSAFDERRNKYLEEHPSAGKDPKKTGGPIYRRVDGKWMRELILYDKEEIRRVWRQANNGEDATAGLTHIMIWHSNLNDATYQRTRALVRTGMDPRMCSLMQGSTLPRRSGAAGAAVKGVGTIAMELIRMIKRGINDRNFWRGENGRRTRVAYERMCNILKGKFQTAAQRAMMDQVRESRNPGNAEIEDLIFLARSALILRGSVAHKSCLPACVYGLAVASGHDFEREGYSLVGIDPFKLLQNSQVVSLMRPNENPAHKSQLVWMACHSAAFEDLRVSSFIRGKKVIPRGKLSTRGVQIASNENVETMDSNTLELRSRYWAIRTRSGGNTNQQKASAGQISVQPTFSVQRNLPFERATVMAAFSGNNEGRTSDMRTEVIRMMESAKPEDLSFQGRGVFELSDEKATNPIVPSFDMSNEGSYFFGDNAEEYDS, which amino acid positions are active epitope sites? The epitope positions are: [242, 243, 244, 245, 246, 247, 248, 249, 250]. The amino acids at these positions are: RESRNPGNA. (6) Given the antigen sequence: MKALVAATALGPALLLLLPAASRADERKKGPKVTAKVFFDLRVGEEDAGRVVIGLFGKTVPKTVENFVALATGEKGFGFKGSKFHRVIKDFMIQGGDFTRGDGTGGKSIYGDRFPDENFKLKHYGPGWVSMANAGKDTNGSQFFITTVKTAWLDGKHVVFGKVLEGMDVVRKVENTKTDSRDKPLKDVTIADCGTIEVEKPFAIAKE, which amino acid positions are active epitope sites? The epitope positions are: [0, 1, 2, 3, 4, 5, 6, 7, 8]. The amino acids at these positions are: MKALVAATA. (7) Given the antigen sequence: MANLGYWLLALFVTMWTDVGLCKKRPKPGGWNTGGSRYPGQGSPGGNRYPPQGGTWGQPHGGGWGQPHGGSWGQPHGGSWGQPHGGGWGQGGGTHNQWNKPSKPKTNLKHVAGAAAAGAVVGGLGGYMLGSAMSRPMIHFGNDWEDRYYRENMYRYPNQVYYRPVDQYSNQNNFVHDCVNITIKQHTVTTTTKGENFTETDVKMMERVVEQMCVTQYQKESQAYYDGRRSSSTVLFSSPPVILLISFLIFLIVG, which amino acid positions are active epitope sites? The epitope positions are: [230, 231, 232, 233, 234, 235, 236, 237, 238, 239, 240, 241, 242]. The amino acids at these positions are: SSTVLFSSPPVIL.